From a dataset of Experimentally validated miRNA-target interactions with 360,000+ pairs, plus equal number of negative samples. Binary Classification. Given a miRNA mature sequence and a target amino acid sequence, predict their likelihood of interaction. (1) The miRNA is hsa-miR-7107-3p with sequence UGGUCUGUUCAUUCUCUCUUUUUGGCC. The protein sequence of the target gene is MDPRNTAMLGLGSDSEGFSRKSPSTINPGTLASKREAEIEGATEEEDPRKRNRERGTEAGKEDGSTDAQQQFSVKETNFSEGNLKLKIGLQAKRTKKPPKNLENYVCRPAIKTTIKHSRKALKSGKMTDEKNEHCPSKWDSSKLFKKAGDATAIDCQAEESIHLHSQGESNPLSKKLSPVHSQMADYISAAPSLVGSRDPDIKDRALLNGGTSVTEKLAQLIATCPPSKSSKAKPKKLGTGTTVGLVSKDLIRKPGVGSIAGIIHKDLIKKPALSTAVGLVTKDPGKKPMFNAAVGLINK.... Result: 0 (no interaction). (2) The miRNA is hsa-miR-615-5p with sequence GGGGGUCCCCGGUGCUCGGAUC. The protein sequence of the target gene is MTELRQRVAHEPVAPPEDKESESEAKVDGETASDSESRAESAPLPVSADDTPEVLNRALSNLSSRWKNWWVRGILTLAMIAFFFIIIYLGPMVLMIIVMCVQIKCFHEIITIGYNVYHSYDLPWFRTLSWYFLLCVNYFFYGETVTDYFFTLVQREEPLRILSKYHRFISFTLYLIGFCMFVLSLVKKHYRLQFYMFGWTHVTLLIVVTQSHLVIHNLFEGMIWFIVPISCVICNDIMAYMFGFFFGRTPLIKLSPKKTWEGFIGGFFATVVFGLLLSYVMSGYRCFVCPVEYNNDTNSF.... Result: 1 (interaction). (3) The miRNA is mmu-miR-709 with sequence GGAGGCAGAGGCAGGAGGA. The protein sequence of the target gene is MTGGFCVPVLLAAWLAAAAAEGLEQAALPAEESRVQPMTASNWTLVMEGEWMLKFYAPWCPSCQQTDSEWETFAKNGETLQISVGKVDVIQEPGLSGRFFVTTLPAFFHAKDGIFRRYRGPGIYEDLQNYILEKKWQSVEPLTGWKSPASLTMSGMAGLFSISGKIWHLHNYFTVTLGIPAWCSYVFFVIATLVFGLFMGLILVVISECFCVPLPRASSERCEQEQSTGEAQGAEQLQDAEEEKDDSNEEENKDSLVDDEEEKEDIGDEDEGEEDEEEDNLAGIMAEERSDTNERAVVKE.... Result: 1 (interaction). (4) The protein sequence of the target gene is MSGGVYGGDEVGALVFDIGSYTVRAGYAGEDCPKVDFPTAIGMVVERDDGSTLMEIDGDKGKQGGPTYYIDTNALRVPRENMEAISPLKNGMVEDWDSFQAILDHTYKMHVKSEASLHPVLMSEAPWNTRAKREKLTELMFEHYNIPAFFLCKTAVLTAFANGRSTGLILDSGATHTTAIPVHDGYVLQQGIVKSPLAGDFITMQCRELFQEMNIELVPPYMIASKEAVREGSPANWKRKEKLPQVTRSWHNYMCNCVIQDFQASVLQVSDSTYDEQVAAQMPTVHYEFPNGYNCDFGAE.... The miRNA is hsa-miR-887-5p with sequence CUUGGGAGCCCUGUUAGACUC. Result: 0 (no interaction). (5) The protein sequence of the target gene is MAEMATATRLLGWRVASWRLRPPLAGFVSQRAHSLLPVDDAINGLSEEQRQLRQTMAKFLQEHLAPKAQEIDRSNEFKNLREFWKQLGNLGVLGITAPVQYGGSGLGYLEHVLVMEEISRASGAVGLSYGAHSNLCINQLVRNGNEAQKEKYLPKLISGEYIGALAMSEPNAGSDVVSMKLKAEKKGNHYILNGNKFWITNGPDADVLIVYAKTDLAAVPASRGITAFIVEKGMPGFSTSKKLDKLGMRGSNTCELIFEDCKIPAANILGHENKGVYVLMSGLDLERLVLAGGPLGLMQA.... Result: 1 (interaction). The miRNA is hsa-miR-619-5p with sequence GCUGGGAUUACAGGCAUGAGCC. (6) The miRNA is mmu-miR-412-5p with sequence UGGUCGACCAGCUGGAAAGUAAU. The protein sequence of the target gene is MVICCAAVNCSNRQGKGEKRAVSFHRFPLKDSKRLIQWLKAVQRDNWTPTKYSFLCSEHFTKDSFSKRLEDQHRLLKPTAVPSIFHLTEKKRGAGGHGRTRRKDASKATGGVRGHSSAATSRGAAGWSPSSSGNPMAKPESRRLKQAALQGEATPRAAQEAASQEQAQQALERTPGDGLATMVAGSQGKAEASATDAGDESATSSIEGGVTDKSGISMDDFTPPGSGACKFIGSLHSYSFSSKHTRERPSVPREPIDRKRLKKDVEPSCSGSSLGPDKGLAQSPPSSSLTATPQKPSQSP.... Result: 0 (no interaction). (7) The miRNA is dme-let-7-5p with sequence UGAGGUAGUAGGUUGUAUAGU. The protein sequence of the target gene is MEPDNSPRKIQFTVPLLEPHLDPEAAEQIRRRRPTPATLVLTSDQSSPEIDEDRIPNSLLKSTLSMSPRQRKKMTRTTPTMKELQTMVEHHLGQQKQGEEPEGATESTGNQESCPPGIPDTGSASRPDTPGTAQKSAESNPKTQEQCGVEPRTEDSSAHMLPLDSQGASLV. Result: 0 (no interaction).